Predict the reactants needed to synthesize the given product. From a dataset of Full USPTO retrosynthesis dataset with 1.9M reactions from patents (1976-2016). Given the product [C:21]1([C:18]2[C:17]([C:27]([F:30])([F:29])[F:28])=[C:16]([C:10]3[S:11][C:12]4[C:13]5[C:5](=[CH:4][C:3]([OH:2])=[CH:15][CH:14]=5)[CH2:6][CH2:7][C:8]=4[N:9]=3)[O:20][N:19]=2)[CH:26]=[CH:25][CH:24]=[CH:23][CH:22]=1, predict the reactants needed to synthesize it. The reactants are: C[O:2][C:3]1[CH:4]=[C:5]2[C:13](=[CH:14][CH:15]=1)[C:12]1[S:11][C:10]([C:16]3[O:20][N:19]=[C:18]([C:21]4[CH:26]=[CH:25][CH:24]=[CH:23][CH:22]=4)[C:17]=3[C:27]([F:30])([F:29])[F:28])=[N:9][C:8]=1[CH2:7][CH2:6]2.B(Br)(Br)Br.